This data is from Forward reaction prediction with 1.9M reactions from USPTO patents (1976-2016). The task is: Predict the product of the given reaction. (1) Given the reactants C([N:5]1[C:21](=[O:22])[N:8]2[CH:9]=[C:10]([C:14]3[CH:19]=[CH:18][C:17]([Cl:20])=[CH:16][CH:15]=3)[N:11]=[C:12](Cl)[C:7]2=[N:6]1)(C)(C)C.B(Br)(Br)[Br:24], predict the reaction product. The product is: [Br:24][C:12]1[C:7]2[N:8]([C:21](=[O:22])[NH:5][N:6]=2)[CH:9]=[C:10]([C:14]2[CH:19]=[CH:18][C:17]([Cl:20])=[CH:16][CH:15]=2)[N:11]=1. (2) Given the reactants [NH2:1][C:2]1[N:9]=[CH:8][C:7]([C:10]2[CH:15]=[CH:14][C:13]([O:16][CH3:17])=[CH:12][CH:11]=2)=[CH:6][C:3]=1[CH:4]=O.[NH2:18][C:19]1[CH:20]=[C:21]([S:26]([NH2:29])(=[O:28])=[O:27])[CH:22]=[CH:23][C:24]=1[NH2:25].OS([O-])=O.[Na+].CCOC(C)=O, predict the reaction product. The product is: [NH2:1][C:2]1[C:3]([C:4]2[NH:18][C:19]3[CH:20]=[C:21]([S:26]([NH2:29])(=[O:27])=[O:28])[CH:22]=[CH:23][C:24]=3[N:25]=2)=[CH:6][C:7]([C:10]2[CH:15]=[CH:14][C:13]([O:16][CH3:17])=[CH:12][CH:11]=2)=[CH:8][N:9]=1. (3) Given the reactants [Cl:1][C:2]1[C:3]([NH:19][C:20](=[O:32])[CH2:21][C:22]2[CH:27]=[CH:26][C:25]([C:28]([F:31])([F:30])[F:29])=[CH:24][CH:23]=2)=[C:4]2[C:9](=[CH:10][CH:11]=1)[CH2:8][N:7](C(OC(C)(C)C)=O)[CH2:6][CH2:5]2.C(Cl)Cl.Cl, predict the reaction product. The product is: [ClH:1].[Cl:1][C:2]1[C:3]([NH:19][C:20](=[O:32])[CH2:21][C:22]2[CH:27]=[CH:26][C:25]([C:28]([F:31])([F:30])[F:29])=[CH:24][CH:23]=2)=[C:4]2[C:9](=[CH:10][CH:11]=1)[CH2:8][NH:7][CH2:6][CH2:5]2. (4) Given the reactants [N+:1]([C:4]1[CH:9]=[CH:8][C:7]([C:10]2[CH2:11][CH2:12][NH:13][CH2:14][CH:15]=2)=[CH:6][N:5]=1)([O-:3])=[O:2].C=O.[C:18](O)(=O)C, predict the reaction product. The product is: [CH3:18][N:13]1[CH2:12][CH:11]=[C:10]([C:7]2[CH:8]=[CH:9][C:4]([N+:1]([O-:3])=[O:2])=[N:5][CH:6]=2)[CH2:15][CH2:14]1. (5) Given the reactants C(O[C:6]([N:8]([CH2:28][C:29]1[CH:34]=CC=CN=1)[CH2:9][C:10]1[CH:15]=[CH:14][C:13]([CH2:16][NH:17][CH:18]2[C:27]3[N:26]=[CH:25][CH:24]=[CH:23][C:22]=3CCC2)=[CH:12][CH:11]=1)=O)(C)(C)C.BrCC(O[C:40]([CH3:43])([CH3:42])[CH3:41])=O.[C:44](=[O:47])([O-])[O-:45].[K+].[K+].[CH3:50][C:51]#[N:52], predict the reaction product. The product is: [N:26]1[CH:25]=[CH:24][CH:23]=[CH:22][C:27]=1[CH2:18][NH:17][CH2:16][C:13]1[CH:12]=[CH:11][C:10]([CH2:9][N:8]([CH2:6][C:44]([OH:45])=[O:47])[CH:28]2[C:42]3[N:52]=[CH:51][CH:50]=[CH:41][C:40]=3[CH2:43][CH2:34][CH2:29]2)=[CH:15][CH:14]=1.